This data is from Full USPTO retrosynthesis dataset with 1.9M reactions from patents (1976-2016). The task is: Predict the reactants needed to synthesize the given product. (1) Given the product [OH:24][CH:6]1[C:5](=[O:7])[N:4]([C@@H:8]([C:10]2[CH:15]=[CH:14][CH:13]=[CH:12][CH:11]=2)[CH3:9])[CH2:3][C@:2]1([CH3:1])[C:16]([O:18][C:19]([CH3:21])([CH3:20])[CH3:22])=[O:17], predict the reactants needed to synthesize it. The reactants are: [CH3:1][C@@:2]1([C:16]([O:18][C:19]([CH3:22])([CH3:21])[CH3:20])=[O:17])[CH2:6][C:5](=[O:7])[N:4]([C@@H:8]([C:10]2[CH:15]=[CH:14][CH:13]=[CH:12][CH:11]=2)[CH3:9])[CH2:3]1.P(OCC)(OCC)[O:24]CC.C[Si]([N-][Si](C)(C)C)(C)C.[Li+]. (2) Given the product [ClH:57].[OH:4][C@@H:3]([CH2:5][OH:6])[CH2:2][N:36]1[CH2:35][CH2:34][C:33]2[C:38](=[CH:39][CH:40]=[C:31]([C:28]3[N:27]=[C:26]([C:23]4[CH:24]=[CH:25][C:18]([O:17][CH:15]([CH3:16])[CH3:14])=[C:19]([CH:22]=4)[C:20]#[N:21])[O:30][N:29]=3)[C:32]=2[CH3:41])[CH2:37]1, predict the reactants needed to synthesize it. The reactants are: O=[CH:2][C@H:3]([CH2:5][OH:6])[OH:4].FC(F)(F)C(O)=O.[CH3:14][CH:15]([O:17][C:18]1[CH:25]=[CH:24][C:23]([C:26]2[O:30][N:29]=[C:28]([C:31]3[C:32]([CH3:41])=[C:33]4[C:38](=[CH:39][CH:40]=3)[CH2:37][NH:36][CH2:35][CH2:34]4)[N:27]=2)=[CH:22][C:19]=1[C:20]#[N:21])[CH3:16].C(O[BH-](OC(=O)C)OC(=O)C)(=O)C.[Na+].C(Cl)[Cl:57].